Dataset: Reaction yield outcomes from USPTO patents with 853,638 reactions. Task: Predict the reaction yield, written as a fraction of the theoretical maximum amount of product (1.0 means a 100% yield; for example, 0.34 means a 34% yield). (1) The reactants are [CH3:1][C:2]1([CH3:22])[C:7]2[CH:8]=[C:9]([C:12]3[CH:13]=[C:14]([CH:17]=[C:18]([F:20])[CH:19]=3)[C:15]#[N:16])[CH:10]=[CH:11][C:6]=2[NH:5][C:4](=[O:21])[O:3]1.C([O-])(=O)C.[Na+].[Br:28]Br. The catalyst is C(O)(=O)C. The product is [Br:28][C:11]1[C:6]2[NH:5][C:4](=[O:21])[O:3][C:2]([CH3:22])([CH3:1])[C:7]=2[CH:8]=[C:9]([C:12]2[CH:13]=[C:14]([CH:17]=[C:18]([F:20])[CH:19]=2)[C:15]#[N:16])[CH:10]=1. The yield is 0.750. (2) The reactants are [CH3:1][C:2]1([CH3:23])[C:11]2[C:6](=[CH:7][CH:8]=[C:9]([C:12]([F:15])([F:14])[F:13])[CH:10]=2)[NH:5][CH:4]([C:16]2[CH:17]=[C:18]([NH2:22])[CH:19]=[CH:20][CH:21]=2)[CH2:3]1.N1C=CC=CC=1.[C:30]1([S:36](Cl)(=[O:38])=[O:37])[CH:35]=[CH:34][CH:33]=[CH:32][CH:31]=1. The catalyst is ClCCl. The product is [CH3:1][C:2]1([CH3:23])[C:11]2[C:6](=[CH:7][CH:8]=[C:9]([C:12]([F:15])([F:13])[F:14])[CH:10]=2)[NH:5][CH:4]([C:16]2[CH:17]=[C:18]([NH:22][S:36]([C:30]3[CH:35]=[CH:34][CH:33]=[CH:32][CH:31]=3)(=[O:38])=[O:37])[CH:19]=[CH:20][CH:21]=2)[CH2:3]1. The yield is 0.793. (3) The reactants are [CH3:1][C:2]1[C:7]2[N:8]=[C:9]([NH2:11])[S:10][C:6]=2[CH:5]=[CH:4][CH:3]=1.[C:12](N1C=CN=C1)([N:14]1[CH:18]=[CH:17][N:16]=[CH:15]1)=[S:13]. The catalyst is C(#N)C. The product is [CH3:1][C:2]1[C:7]2[N:8]=[C:9]([NH:11][C:12]([N:14]3[CH:18]=[CH:17][N:16]=[CH:15]3)=[S:13])[S:10][C:6]=2[CH:5]=[CH:4][CH:3]=1. The yield is 0.490.